Dataset: Forward reaction prediction with 1.9M reactions from USPTO patents (1976-2016). Task: Predict the product of the given reaction. (1) Given the reactants [OH:1][C:2]1[CH:7]=[CH:6][C:5]([C@@H:8]2[O:21][C:20]3[C:11](=[CH:12][C:13]4[CH2:14][C@@H:15]([C:31](O)=[O:32])[N:16]([C@H:22]([C:25]5[CH:30]=[CH:29][CH:28]=[CH:27][CH:26]=5)[CH2:23][CH3:24])[CH2:17][C:18]=4[CH:19]=3)[N:10]([CH3:34])[C:9]2=[O:35])=[CH:4][CH:3]=1.Cl.[CH3:37][O:38][C:39](=[O:56])[C@@H:40]([NH2:55])[CH2:41][C:42]1[CH:47]=[CH:46][C:45]([C:48]2[CH:53]=[CH:52][C:51]([Cl:54])=[CH:50][CH:49]=2)=[CH:44][CH:43]=1, predict the reaction product. The product is: [CH3:37][O:38][C:39](=[O:56])[C@@H:40]([NH:55][C:31]([C@@H:15]1[CH2:14][C:13]2[CH:12]=[C:11]3[C:20]([O:21][C@@H:8]([C:5]4[CH:6]=[CH:7][C:2]([OH:1])=[CH:3][CH:4]=4)[C:9](=[O:35])[N:10]3[CH3:34])=[CH:19][C:18]=2[CH2:17][N:16]1[C@H:22]([C:25]1[CH:30]=[CH:29][CH:28]=[CH:27][CH:26]=1)[CH2:23][CH3:24])=[O:32])[CH2:41][C:42]1[CH:47]=[CH:46][C:45]([C:48]2[CH:53]=[CH:52][C:51]([Cl:54])=[CH:50][CH:49]=2)=[CH:44][CH:43]=1. (2) The product is: [Cl:8][C:6]1[N:5]=[C:4]([S:9][CH2:10][C:11]2[CH:16]=[CH:15][CH:14]=[C:13]([F:17])[C:12]=2[F:18])[N:3]=[C:2]([O:19][C@@H:20]2[CH2:24][O:23][N:22]([C:25]([O:27][C:28]([CH3:31])([CH3:30])[CH3:29])=[O:26])[CH2:21]2)[CH:7]=1. Given the reactants Cl[C:2]1[CH:7]=[C:6]([Cl:8])[N:5]=[C:4]([S:9][CH2:10][C:11]2[CH:16]=[CH:15][CH:14]=[C:13]([F:17])[C:12]=2[F:18])[N:3]=1.[OH:19][C@@H:20]1[CH2:24][O:23][N:22]([C:25]([O:27][C:28]([CH3:31])([CH3:30])[CH3:29])=[O:26])[CH2:21]1.[H-].[Na+].O, predict the reaction product. (3) Given the reactants [Cl:1][C:2]1[CH:18]=[CH:17][C:5]2[CH2:6][CH2:7][N:8]([C:11](=[O:16])[C:12]([F:15])([F:14])[F:13])[CH2:9][CH2:10][C:4]=2[C:3]=1OS(C(F)(F)F)(=O)=O.[F:27][C:28]1[CH:33]=[CH:32][CH:31]=[CH:30][C:29]=1[C:34]#[CH:35], predict the reaction product. The product is: [Cl:1][C:2]1[CH:18]=[CH:17][C:5]2[CH2:6][CH2:7][N:8]([C:11](=[O:16])[C:12]([F:14])([F:15])[F:13])[CH2:9][CH2:10][C:4]=2[C:3]=1[C:35]#[C:34][C:29]1[CH:30]=[CH:31][CH:32]=[CH:33][C:28]=1[F:27]. (4) Given the reactants [Cl:1][C:2]1[CH:3]=[CH:4][C:5]2[S:9][C:8]([S:10](Cl)(=[O:12])=[O:11])=[C:7]([CH3:14])[C:6]=2[CH:15]=1.[NH2:16][C:17]1[CH:18]=[C:19]([CH:24]=[CH:25][CH:26]=1)[C:20]([O:22][CH3:23])=[O:21], predict the reaction product. The product is: [Cl:1][C:2]1[CH:3]=[CH:4][C:5]2[S:9][C:8]([S:10]([NH:16][C:17]3[CH:18]=[C:19]([CH:24]=[CH:25][CH:26]=3)[C:20]([O:22][CH3:23])=[O:21])(=[O:12])=[O:11])=[C:7]([CH3:14])[C:6]=2[CH:15]=1. (5) Given the reactants [CH3:1][NH2:2].[CH3:3][C@H:4]([NH:7][C:8](=[O:14])[O:9][C:10]([CH3:13])([CH3:12])[CH3:11])[CH:5]=O.S([O-])([O-])(=O)=O.[Na+].[Na+], predict the reaction product. The product is: [CH3:3][C@H:4]([NH:7][C:8](=[O:14])[O:9][C:10]([CH3:13])([CH3:12])[CH3:11])[CH2:5][NH:2][CH3:1]. (6) Given the reactants [C:1](Cl)(=[O:5])[C:2](Cl)=[O:3].[CH3:7]N(C=O)C.N1C=CC=[CH:14][CH:13]=1.[CH3:18][C:19]1[CH:20]=[C:21]([CH:59]=[CH:60][CH:61]=1)[CH2:22][C@@H:23]([C:40]([NH:42][C:43](=O)[C@H:44](COCC1OC(C(OC)=O)=CC=1)[NH2:45])=[O:41])[NH:24][C:25](=[O:39])[CH:26]([C:33]1[CH:38]=[CH:37][CH:36]=[CH:35][CH:34]=1)[C:27]1[CH:32]=[CH:31][CH:30]=[CH:29][CH:28]=1.C[CH2:63][O:64][C:65]([CH3:67])=[O:66], predict the reaction product. The product is: [CH3:63][O:64][C:65]([C:67]1[O:3][C:2]([CH2:1][O:5][CH2:7][C@@H:43]([NH:42][C:40](=[O:41])[C@H:23]([CH2:22][C:21]2[CH:59]=[CH:60][CH:61]=[C:19]([CH3:18])[CH:20]=2)[NH:24][C:25](=[O:39])[CH:26]([C:33]2[CH:34]=[CH:35][CH:36]=[CH:37][CH:38]=2)[C:27]2[CH:32]=[CH:31][CH:30]=[CH:29][CH:28]=2)[C:44]#[N:45])=[CH:14][CH:13]=1)=[O:66]. (7) Given the reactants [Cl:1][C:2]1[CH:7]=[CH:6][CH:5]=[C:4]([Cl:8])[C:3]=1[C:9]1[S:10][C:11]2[C:12]([NH2:18])=[N:13][CH:14]=[CH:15][C:16]=2[N:17]=1.[CH:19]12[CH2:24][CH:23]1[C:22](=[O:25])[O:21][C:20]2=O, predict the reaction product. The product is: [Cl:8][C:4]1[CH:5]=[CH:6][CH:7]=[C:2]([Cl:1])[C:3]=1[C:9]1[S:10][C:11]2[C:12]([N:18]3[C:20](=[O:21])[CH:19]4[CH:23]([CH2:24]4)[C:22]3=[O:25])=[N:13][CH:14]=[CH:15][C:16]=2[N:17]=1. (8) Given the reactants [CH3:1][O:2][C:3](=[O:34])/[CH:4]=[CH:5]/[C:6]1[CH:7]=[C:8]2[C:12](=[CH:13][CH:14]=1)[N:11]([S:15]([C:18]1[S:19][C:20]([C:23]3[CH:28]=[CH:27][CH:26]=[C:25]([O:29][C:30]([F:33])([F:32])[F:31])[CH:24]=3)=[CH:21][CH:22]=1)(=[O:17])=[O:16])[CH:10]=[CH:9]2, predict the reaction product. The product is: [CH3:1][O:2][C:3](=[O:34])[CH2:4][CH2:5][C:6]1[CH:7]=[C:8]2[C:12](=[CH:13][CH:14]=1)[N:11]([S:15]([C:18]1[S:19][C:20]([C:23]3[CH:28]=[CH:27][CH:26]=[C:25]([O:29][C:30]([F:31])([F:32])[F:33])[CH:24]=3)=[CH:21][CH:22]=1)(=[O:16])=[O:17])[CH:10]=[CH:9]2.